Dataset: Forward reaction prediction with 1.9M reactions from USPTO patents (1976-2016). Task: Predict the product of the given reaction. (1) Given the reactants [C:1]([N:5]1[CH2:10][CH2:9][N:8]([CH2:11][C:12]2[CH:17]=[CH:16][C:15]([NH:18]C(=O)C(F)(F)F)=[CH:14][C:13]=2[C:25]([F:28])([F:27])[F:26])[CH2:7][CH2:6]1)([CH3:4])([CH3:3])[CH3:2].C([O-])([O-])=O.[K+].[K+], predict the reaction product. The product is: [C:1]([N:5]1[CH2:6][CH2:7][N:8]([CH2:11][C:12]2[CH:17]=[CH:16][C:15]([NH2:18])=[CH:14][C:13]=2[C:25]([F:27])([F:28])[F:26])[CH2:9][CH2:10]1)([CH3:4])([CH3:2])[CH3:3]. (2) Given the reactants C[N:2]([C:19]1[CH:20]=[N:21][CH:22]=[CH:23][C:24]=1N1CCCCC1C)[C:3](=O)C1C=C(C(F)(F)F)C=C(C(F)(F)F)C=1.[CH3:32][O:33][C:34]1[CH:35]=[N:36][CH:37]=[CH:38][C:39]=1B(O)O.C(=O)([O-])[O-].[K+].[K+], predict the reaction product. The product is: [CH3:32][O:33][C:34]1[CH:35]=[N:36][CH:37]=[CH:38][C:39]=1[C:24]1[CH:23]=[CH:22][N:21]=[CH:20][C:19]=1[NH:2][CH3:3]. (3) Given the reactants Cl[C:2]1[S:10][C:9]2[S:8](=[O:12])(=[O:11])[NH:7][CH2:6][C:5]([C:14]3[CH:19]=[CH:18][C:17]([Cl:20])=[CH:16][CH:15]=3)([OH:13])[C:4]=2[CH:3]=1.[N:21]1[CH:26]=[CH:25][C:24](B(O)O)=[CH:23][CH:22]=1.C1(P(C2CCCCC2)C2C=CC=CC=2C2C(C(C)C)=CC(C(C)C)=CC=2C(C)C)CCCCC1.P([O-])([O-])([O-])=O.[K+].[K+].[K+], predict the reaction product. The product is: [Cl:20][C:17]1[CH:18]=[CH:19][C:14]([C:5]2([OH:13])[C:4]3[CH:3]=[C:2]([C:24]4[CH:25]=[CH:26][N:21]=[CH:22][CH:23]=4)[S:10][C:9]=3[S:8](=[O:12])(=[O:11])[NH:7][CH2:6]2)=[CH:15][CH:16]=1. (4) Given the reactants [NH2:1][C:2]1[C:3]([C:12](O)=[O:13])=[CH:4][C:5]2[C:10]([CH:11]=1)=[CH:9][CH:8]=[CH:7][CH:6]=2.[H-].[Al+3].[Li+].[H-].[H-].[H-].O.[OH-].[Na+], predict the reaction product. The product is: [NH2:1][C:2]1[C:3]([CH2:12][OH:13])=[CH:4][C:5]2[C:10]([CH:11]=1)=[CH:9][CH:8]=[CH:7][CH:6]=2. (5) The product is: [C:42]1([C:45]2[CH:46]=[CH:47][CH:48]=[CH:49][CH:50]=2)[CH:41]=[CH:40][C:39]([CH2:38][C@@H:37]([NH:51][C:7]([C:5]2[O:4][N:3]=[C:2]([OH:1])[CH:6]=2)=[O:9])[CH2:36][C:35]([CH3:53])([CH3:52])[C:34]([OH:54])=[O:33])=[CH:44][CH:43]=1. Given the reactants [OH:1][C:2]1[CH:6]=[C:5]([C:7]([OH:9])=O)[O:4][N:3]=1.CCN=C=NCCCN(C)C.C1C=CC2N(O)N=NC=2C=1.C([O:33][C:34](=[O:54])[C:35]([CH3:53])([CH3:52])[CH2:36][C@H:37]([NH2:51])[CH2:38][C:39]1[CH:44]=[CH:43][C:42]([C:45]2[CH:50]=[CH:49][CH:48]=[CH:47][CH:46]=2)=[CH:41][CH:40]=1)C.[Li+].[OH-], predict the reaction product. (6) Given the reactants [OH:1][C@H:2]([CH3:16])[CH2:3][CH2:4]OS(C1C=CC(C)=CC=1)(=O)=O.[CH2:17]([O:19][C:20](=[O:32])[CH2:21][CH2:22][C:23]1[CH:28]=[CH:27][C:26]([SH:29])=[CH:25][C:24]=1[CH2:30][CH3:31])[CH3:18].C(=O)([O-])[O-].[K+].[K+], predict the reaction product. The product is: [CH2:17]([O:19][C:20](=[O:32])[CH2:21][CH2:22][C:23]1[CH:28]=[CH:27][C:26]([S:29][CH2:4][CH2:3][C@H:2]([OH:1])[CH3:16])=[CH:25][C:24]=1[CH2:30][CH3:31])[CH3:18].